From a dataset of Catalyst prediction with 721,799 reactions and 888 catalyst types from USPTO. Predict which catalyst facilitates the given reaction. (1) Reactant: [C:1]([O:5][C:6]([NH:8][C:9]1[CH:14]=[C:13]([Cl:15])[CH:12]=[CH:11][C:10]=1/[CH:16]=[CH:17]/[C:18]([OH:20])=O)=[O:7])([CH3:4])([CH3:3])[CH3:2].[F:21][C:22]1[CH:36]=[CH:35][C:25]([CH2:26][N:27]2[CH2:32][C@@H:31]([CH3:33])[NH:30][CH2:29][C@@H:28]2[CH3:34])=[CH:24][CH:23]=1.CCN=C=NCCCN(C)C.Cl.Cl. Product: [C:1]([O:5][C:6](=[O:7])[NH:8][C:9]1[CH:14]=[C:13]([Cl:15])[CH:12]=[CH:11][C:10]=1/[CH:16]=[CH:17]/[C:18]([N:30]1[CH2:29][C@H:28]([CH3:34])[N:27]([CH2:26][C:25]2[CH:35]=[CH:36][C:22]([F:21])=[CH:23][CH:24]=2)[CH2:32][C@H:31]1[CH3:33])=[O:20])([CH3:2])([CH3:3])[CH3:4]. The catalyst class is: 2. (2) Reactant: [I:1][C:2]1[CH:3]=[CH:4][C:5]2[N:6]([C:8]([SH:11])=[N:9][N:10]=2)[CH:7]=1.F[B-](F)(F)F.[N+:17]([C:20]1[CH:25]=[CH:24][C:23]([N+]#N)=[CH:22][CH:21]=1)([O-:19])=[O:18]. Product: [I:1][C:2]1[CH:3]=[CH:4][C:5]2[N:6]([C:8]([S:11][C:23]3[CH:24]=[CH:25][C:20]([N+:17]([O-:19])=[O:18])=[CH:21][CH:22]=3)=[N:9][N:10]=2)[CH:7]=1. The catalyst class is: 16. (3) Reactant: C[Si](C)(C)N[Si](C)(C)C.[Br:10][C:11]1[CH:12]=[C:13]([C:17](=O)[CH3:18])[CH:14]=[CH:15][CH:16]=1.[C:20](#[N:24])[CH2:21][C:22]#[N:23]. Product: [Br:10][C:11]1[CH:12]=[C:13]([C:17](=[C:21]([C:20]#[N:24])[C:22]#[N:23])[CH3:18])[CH:14]=[CH:15][CH:16]=1. The catalyst class is: 15. (4) Reactant: Cl[C:2]1[N:7]=[C:6]([NH:8][C:9]2[CH:10]=[C:11]([N:15]([CH3:23])[C:16](=[O:22])[O:17][C:18]([CH3:21])([CH3:20])[CH3:19])[CH:12]=[CH:13][CH:14]=2)[C:5]([F:24])=[CH:4][N:3]=1.[CH3:25][O:26][CH2:27][CH2:28][O:29][CH2:30][O:31][CH2:32][CH2:33][O:34][C:35]1[CH:41]=[CH:40][C:38]([NH2:39])=[CH:37][CH:36]=1.C([O-])([O-])=O.[Cs+].[Cs+].O. Product: [F:24][C:5]1[C:6]([NH:8][C:9]2[CH:10]=[C:11]([N:15]([CH3:23])[C:16](=[O:22])[O:17][C:18]([CH3:21])([CH3:20])[CH3:19])[CH:12]=[CH:13][CH:14]=2)=[N:7][C:2]([NH:39][C:38]2[CH:37]=[CH:36][C:35]([O:34][CH2:33][CH2:32][O:31][CH2:30][O:29][CH2:28][CH2:27][O:26][CH3:25])=[CH:41][CH:40]=2)=[N:3][CH:4]=1. The catalyst class is: 12. (5) Product: [I:27][C:10]1[O:11][C:7]([C:1]2[CH:2]=[CH:3][CH:4]=[CH:5][CH:6]=2)=[C:8]([C:12]([O:14][CH2:15][CH3:16])=[O:13])[N:9]=1. Reactant: [C:1]1([C:7]2[O:11][CH:10]=[N:9][C:8]=2[C:12]([O:14][CH2:15][CH3:16])=[O:13])[CH:6]=[CH:5][CH:4]=[CH:3][CH:2]=1.C[Si]([N-][Si](C)(C)C)(C)C.[Li+].[I:27]I.CCOC(C)=O. The catalyst class is: 1. (6) Reactant: N(C(OCC)=O)=NC(OCC)=O.C[O:14][C:15](=[O:45])[CH2:16][C:17]1[CH:22]=[C:21]([Br:23])[C:20]([O:24][C:25]2[CH:30]=[C:29]([CH:31]([CH3:33])[CH3:32])[C:28]([OH:34])=[CH:27][C:26]=2[C:35](=[O:43])[C:36]2[CH:41]=[CH:40][CH:39]=[C:38]([CH3:42])[CH:37]=2)=[C:19]([Br:44])[CH:18]=1.C1C=CC(P(C2C=CC=CC=2)C2C=CC=CC=2)=CC=1.[CH3:65][C:66](=[CH2:70])[CH2:67][CH2:68]O. Product: [Br:44][C:19]1[CH:18]=[C:17]([CH2:16][C:15]([OH:14])=[O:45])[CH:22]=[C:21]([Br:23])[C:20]=1[O:24][C:25]1[CH:30]=[C:29]([CH:31]([CH3:33])[CH3:32])[C:28]([O:34][CH2:68][CH2:67][C:66]([CH3:70])=[CH2:65])=[CH:27][C:26]=1[C:35](=[O:43])[C:36]1[CH:41]=[CH:40][CH:39]=[C:38]([CH3:42])[CH:37]=1. The catalyst class is: 2. (7) Reactant: [F:1][C:2]1[CH:10]=[CH:9][C:8]([F:11])=[CH:7][C:3]=1[C:4](Cl)=[O:5].[CH3:12][O:13][C:14]1[CH:19]=[C:18]([NH2:20])[CH:17]=[CH:16][N:15]=1.N1C=CC=CC=1.Cl. Product: [F:1][C:2]1[CH:10]=[CH:9][C:8]([F:11])=[CH:7][C:3]=1[C:4]([NH:20][C:18]1[CH:17]=[CH:16][N:15]=[C:14]([O:13][CH3:12])[CH:19]=1)=[O:5]. The catalyst class is: 4.